Dataset: Forward reaction prediction with 1.9M reactions from USPTO patents (1976-2016). Task: Predict the product of the given reaction. (1) Given the reactants Cl[C:2]1[C:3]2[CH2:16][CH2:15][CH2:14][C:4]=2[N:5]=[C:6]([C:8]2[S:9][C:10]([Cl:13])=[CH:11][CH:12]=2)[N:7]=1.[NH:17]1[C:25]2[C:20](=[CH:21][C:22]([CH2:26][C:27]([O:29]C)=[O:28])=[CH:23][CH:24]=2)[CH:19]=[CH:18]1, predict the reaction product. The product is: [Cl:13][C:10]1[S:9][C:8]([C:6]2[N:7]=[C:2]([N:17]3[C:25]4[C:20](=[CH:21][C:22]([CH2:26][C:27]([OH:29])=[O:28])=[CH:23][CH:24]=4)[CH:19]=[CH:18]3)[C:3]3[CH2:16][CH2:15][CH2:14][C:4]=3[N:5]=2)=[CH:12][CH:11]=1. (2) The product is: [CH:36]1([CH2:35][N:30]2[CH:2]=[C:1]([C:3]3[CH:4]=[C:5]4[N:11]=[CH:10][N:9]([C:12]5[CH:13]=[C:14]([NH:26][C:27](=[O:29])[CH3:28])[CH:15]=[C:16]([C:18]6[CH:23]=[CH:22][C:21]([F:24])=[CH:20][C:19]=6[F:25])[CH:17]=5)[C:6]4=[N:7][CH:8]=3)[N:32]=[N:31]2)[CH2:38][CH2:37]1. Given the reactants [C:1]([C:3]1[CH:4]=[C:5]2[N:11]=[CH:10][N:9]([C:12]3[CH:13]=[C:14]([NH:26][C:27](=[O:29])[CH3:28])[CH:15]=[C:16]([C:18]4[CH:23]=[CH:22][C:21]([F:24])=[CH:20][C:19]=4[F:25])[CH:17]=3)[C:6]2=[N:7][CH:8]=1)#[CH:2].[N-:30]=[N+:31]=[N-:32].[Na+].Br[CH2:35][CH:36]1[CH2:38][CH2:37]1, predict the reaction product. (3) Given the reactants [CH3:1][N:2]([CH2:10][C@@:11]1([C:23]2[CH:28]=[CH:27][CH:26]=[CH:25][CH:24]=2)[CH2:13][C@H:12]1[CH2:14][O:15]CC1C=CC=CC=1)[C:3](=[O:9])[O:4][C:5]([CH3:8])([CH3:7])[CH3:6], predict the reaction product. The product is: [OH:15][CH2:14][C@@H:12]1[CH2:13][C@@:11]1([CH2:10][N:2]([CH3:1])[C:3](=[O:9])[O:4][C:5]([CH3:6])([CH3:7])[CH3:8])[C:23]1[CH:24]=[CH:25][CH:26]=[CH:27][CH:28]=1. (4) Given the reactants [Br:1][C:2]1[N:7]=[C:6]([CH:8]=[C:9]([C:24]#[N:25])[C:10]([NH:12][CH:13]([C:17]2[CH:22]=[CH:21][C:20]([OH:23])=[CH:19][CH:18]=2)[CH2:14][CH2:15][CH3:16])=[O:11])[CH:5]=[CH:4][CH:3]=1.CI.[C:28](=O)([O-])[O-].[K+].[K+].[C:34]([O:37][CH2:38][CH3:39])(=O)C, predict the reaction product. The product is: [Br:1][C:2]1[N:7]=[C:6](/[CH:8]=[C:9](\[C:24]#[N:25])/[C:10]([NH:12][CH:13]([C:17]2[CH:22]=[CH:21][C:20]([O:23][CH3:28])=[CH:19][CH:18]=2)[CH2:14][CH2:15][CH3:16])=[O:11])[CH:5]=[CH:4][CH:3]=1.[Br:1][C:2]1[N:7]=[C:6](/[CH:8]=[C:9](/[C:24]#[N:25])\[C:10]([NH:12][CH:13]([C:17]2[CH:22]=[CH:39][C:38]([O:37][CH3:34])=[CH:19][CH:18]=2)[CH2:14][CH2:15][CH3:16])=[O:11])[CH:5]=[CH:4][CH:3]=1. (5) Given the reactants [N:1]1([CH:7]2[CH2:12][CH2:11][CH:10]([C:13]([O:15]C)=[O:14])[CH2:9][CH2:8]2)[CH2:5][CH2:4][CH2:3][C:2]1=[O:6].CO.C[O-].[Na+].Cl, predict the reaction product. The product is: [N:1]1([C@H:7]2[CH2:8][CH2:9][C@H:10]([C:13]([OH:15])=[O:14])[CH2:11][CH2:12]2)[CH2:5][CH2:4][CH2:3][C:2]1=[O:6]. (6) Given the reactants Cl[C:2]1[C:11]2[C:6](=[CH:7][CH:8]=[CH:9][N:10]=2)[N:5]=[CH:4][C:3]=1[N+:12]([O-:14])=[O:13].C(N(CC)CC)C.[NH2:22][CH2:23][CH2:24][CH2:25][OH:26], predict the reaction product. The product is: [N+:12]([C:3]1[CH:4]=[N:5][C:6]2[C:11]([C:2]=1[NH:22][CH2:23][CH2:24][CH2:25][OH:26])=[N:10][CH:9]=[CH:8][CH:7]=2)([O-:14])=[O:13]. (7) Given the reactants C([Li])CCC.C[C:7]([CH3:10])([O-:9])[CH3:8].[K+].C(NC(C)C)(C)C.[O:19]([C@H:27]1[CH2:32][CH2:31][C@H:30]2[C@H:33]3[C@H:42]([CH2:43][CH2:44][C@:28]12[CH3:29])[C:41]1C=[CH:39][C:38]([O:45][CH3:46])=[CH:37][C:36]=1CC3)[Si:20]([C:23]([CH3:26])([CH3:25])[CH3:24])([CH3:22])[CH3:21].B(OC)(OC)OC.OO.S([O-])([O-])(=O)=S.[Na+].[Na+], predict the reaction product. The product is: [O:19]([C@H:27]1[CH2:32][CH2:31][C@H:30]2[C@H:33]3[C@H:42]([CH2:43][CH2:44][C@:28]12[CH3:29])[C:41]1[CH:36]=[CH:37][C:38]([O:45][CH3:46])=[CH:39][C:10]=1[CH:7]([OH:9])[CH2:8]3)[Si:20]([C:23]([CH3:26])([CH3:25])[CH3:24])([CH3:21])[CH3:22]. (8) Given the reactants C1(P(C2C=CC=CC=2)C2C=CC=CC=2)C=CC=CC=1.BrN1C(=O)CCC1=O.[Cl:28][C:29]1[CH:30]=[C:31](/[C:44](=[CH:48]\[CH:49]2[CH2:54][CH2:53][CH2:52][CH2:51][CH2:50]2)/[C:45](O)=[O:46])[CH:32]=[CH:33][C:34]=1[N:35]1[C:39]([C:40]([F:43])([F:42])[F:41])=[N:38][N:37]=[N:36]1.[NH2:55][C:56]1[S:57][CH:58]=[CH:59][N:60]=1, predict the reaction product. The product is: [Cl:28][C:29]1[CH:30]=[C:31](/[C:44](=[CH:48]\[CH:49]2[CH2:54][CH2:53][CH2:52][CH2:51][CH2:50]2)/[C:45]([NH:55][C:56]2[S:57][CH:58]=[CH:59][N:60]=2)=[O:46])[CH:32]=[CH:33][C:34]=1[N:35]1[C:39]([C:40]([F:43])([F:42])[F:41])=[N:38][N:37]=[N:36]1. (9) Given the reactants [CH3:1][C:2]1[CH:7]=[CH:6][N:5]=[CH:4][C:3]=1[NH2:8].O=[CH:10][CH2:11][C:12]1([C:25]([O:27][CH2:28][CH3:29])=[O:26])[CH2:17][CH2:16][CH2:15][N:14]([C:18]([O:20][C:21]([CH3:24])([CH3:23])[CH3:22])=[O:19])[CH2:13]1.ClCCCl.C(O[BH-](OC(=O)C)OC(=O)C)(=O)C.[Na+], predict the reaction product. The product is: [CH3:1][C:2]1[CH:7]=[CH:6][N:5]=[CH:4][C:3]=1[NH:8][CH2:10][CH2:11][C:12]1([C:25]([O:27][CH2:28][CH3:29])=[O:26])[CH2:17][CH2:16][CH2:15][N:14]([C:18]([O:20][C:21]([CH3:23])([CH3:24])[CH3:22])=[O:19])[CH2:13]1. (10) The product is: [C:23]([N:1]1[CH2:5][CH2:4][C@H:3]([N:6]2[CH:10]=[C:9]([O:11][C:12]3[N:13]=[C:14]([OH:22])[C:15]4[CH:21]=[CH:20][N:19]=[CH:18][C:16]=4[N:17]=3)[CH:8]=[N:7]2)[CH2:2]1)(=[O:30])[C:24]1[CH:29]=[CH:28][CH:27]=[CH:26][CH:25]=1. Given the reactants [NH:1]1[CH2:5][CH2:4][C@H:3]([N:6]2[CH:10]=[C:9]([O:11][C:12]3[N:13]=[C:14]([OH:22])[C:15]4[CH:21]=[CH:20][N:19]=[CH:18][C:16]=4[N:17]=3)[CH:8]=[N:7]2)[CH2:2]1.[C:23](Cl)(=[O:30])[C:24]1[CH:29]=[CH:28][CH:27]=[CH:26][CH:25]=1, predict the reaction product.